The task is: Regression. Given two drug SMILES strings and cell line genomic features, predict the synergy score measuring deviation from expected non-interaction effect.. This data is from NCI-60 drug combinations with 297,098 pairs across 59 cell lines. (1) Cell line: COLO 205. Drug 1: CN1C(=O)N2C=NC(=C2N=N1)C(=O)N. Synergy scores: CSS=37.6, Synergy_ZIP=6.78, Synergy_Bliss=-0.514, Synergy_Loewe=-15.9, Synergy_HSA=-0.209. Drug 2: CC1=C(C(=O)C2=C(C1=O)N3CC4C(C3(C2COC(=O)N)OC)N4)N. (2) Drug 1: CC(C)(C#N)C1=CC(=CC(=C1)CN2C=NC=N2)C(C)(C)C#N. Drug 2: C1CCC(C(C1)N)N.C(=O)(C(=O)[O-])[O-].[Pt+4]. Cell line: OVCAR-5. Synergy scores: CSS=16.7, Synergy_ZIP=-8.60, Synergy_Bliss=-0.0423, Synergy_Loewe=-3.41, Synergy_HSA=-2.12. (3) Drug 1: CC1=CC2C(CCC3(C2CCC3(C(=O)C)OC(=O)C)C)C4(C1=CC(=O)CC4)C. Drug 2: CCC1(CC2CC(C3=C(CCN(C2)C1)C4=CC=CC=C4N3)(C5=C(C=C6C(=C5)C78CCN9C7C(C=CC9)(C(C(C8N6C=O)(C(=O)OC)O)OC(=O)C)CC)OC)C(=O)OC)O.OS(=O)(=O)O. Cell line: MDA-MB-231. Synergy scores: CSS=19.2, Synergy_ZIP=13.0, Synergy_Bliss=14.3, Synergy_Loewe=-24.0, Synergy_HSA=3.08.